From a dataset of Peptide-MHC class II binding affinity with 134,281 pairs from IEDB. Regression. Given a peptide amino acid sequence and an MHC pseudo amino acid sequence, predict their binding affinity value. This is MHC class II binding data. (1) The peptide sequence is SQDLELSWNLNGLQAR. The MHC is HLA-DQA10301-DQB10302 with pseudo-sequence HLA-DQA10301-DQB10302. The binding affinity (normalized) is 0.551. (2) The peptide sequence is IWDYKREAPAHVSTI. The MHC is DRB1_0701 with pseudo-sequence DRB1_0701. The binding affinity (normalized) is 0.358. (3) The peptide sequence is AALPAVGAAAGAPAA. The MHC is HLA-DPA10103-DPB10401 with pseudo-sequence HLA-DPA10103-DPB10401. The binding affinity (normalized) is 0.373. (4) The binding affinity (normalized) is 0.442. The peptide sequence is AYVSRLLDDLVIV. The MHC is DRB4_0101 with pseudo-sequence DRB4_0103. (5) The peptide sequence is AEHQAIVRDVLAAGD. The MHC is DRB1_0405 with pseudo-sequence DRB1_0405. The binding affinity (normalized) is 0.0977. (6) The peptide sequence is ELVPEDPEDSAL. The MHC is DRB1_1302 with pseudo-sequence DRB1_1302. The binding affinity (normalized) is 0. (7) The peptide sequence is DLTLPWQSGSGGVWR. The MHC is DRB3_0101 with pseudo-sequence DRB3_0101. The binding affinity (normalized) is 0.239. (8) The peptide sequence is KKGAGGITIKKTGQA. The MHC is DRB1_1101 with pseudo-sequence DRB1_1101. The binding affinity (normalized) is 0.643. (9) The peptide sequence is EKKYFAATQCEPLAA. The MHC is HLA-DPA10301-DPB10402 with pseudo-sequence HLA-DPA10301-DPB10402. The binding affinity (normalized) is 0.750.